From a dataset of Full USPTO retrosynthesis dataset with 1.9M reactions from patents (1976-2016). Predict the reactants needed to synthesize the given product. Given the product [F:28][C:2]([F:1])([S:13]([O:16][C:17]1[CH:26]=[CH:25][C:24]2[C:19](=[CH:20][C:21]([O:27][CH:30]([C:31]([NH:33][C:34]([CH3:38])([CH3:39])[CH2:35][O:36][CH3:37])=[O:32])[CH2:40][CH3:41])=[CH:22][CH:23]=2)[CH:18]=1)(=[O:14])=[O:15])[C:3]([F:11])([F:12])[C:4]([F:10])([F:9])[C:5]([F:8])([F:7])[F:6], predict the reactants needed to synthesize it. The reactants are: [F:1][C:2]([F:28])([S:13]([O:16][C:17]1[CH:26]=[CH:25][C:24]2[C:19](=[CH:20][C:21]([OH:27])=[CH:22][CH:23]=2)[CH:18]=1)(=[O:15])=[O:14])[C:3]([F:12])([F:11])[C:4]([F:10])([F:9])[C:5]([F:8])([F:7])[F:6].Br[CH:30]([CH2:40][CH3:41])[C:31]([NH:33][C:34]([CH3:39])([CH3:38])[CH2:35][O:36][CH3:37])=[O:32].C(=O)([O-])[O-].[Cs+].[Cs+].[Na+].[Cl-].